The task is: Predict the product of the given reaction.. This data is from Forward reaction prediction with 1.9M reactions from USPTO patents (1976-2016). (1) Given the reactants [CH2:1]([NH:8][CH2:9][CH2:10][C:11]1[C:16]([CH2:17][C:18]#N)=[CH:15][CH:14]=[C:13]([O:20][CH3:21])[N:12]=1)[C:2]1[CH:7]=[CH:6][CH:5]=[CH:4][CH:3]=1.Cl.[C:23](=O)(O)[O-:24].[Na+].C[OH:29], predict the reaction product. The product is: [CH3:23][O:24][C:18](=[O:29])[CH2:17][C:16]1[C:11]([CH2:10][CH2:9][NH:8][CH2:1][C:2]2[CH:7]=[CH:6][CH:5]=[CH:4][CH:3]=2)=[N:12][C:13]([O:20][CH3:21])=[CH:14][CH:15]=1. (2) Given the reactants [CH3:1][O:2][C:3]1[CH:4]=[CH:5][C:6]2[N:7]([C:9]([C:12]([OH:14])=O)=[CH:10][N:11]=2)[CH:8]=1.C(Cl)(=O)C(Cl)=O.[CH2:21]([N:28]1[C:36]2[CH:35]=[CH:34][CH:33]=[C:32]([NH2:37])[C:31]=2[CH:30]=[N:29]1)[C:22]1[CH:27]=[CH:26][CH:25]=[CH:24][CH:23]=1.CCN(C(C)C)C(C)C, predict the reaction product. The product is: [CH2:21]([N:28]1[C:36]2[C:31](=[C:32]([NH:37][C:12]([C:9]3[N:7]4[CH:8]=[C:3]([O:2][CH3:1])[CH:4]=[CH:5][C:6]4=[N:11][CH:10]=3)=[O:14])[CH:33]=[CH:34][CH:35]=2)[CH:30]=[N:29]1)[C:22]1[CH:23]=[CH:24][CH:25]=[CH:26][CH:27]=1. (3) Given the reactants FC(F)(F)S(O[C:7]1[CH:8]=[C:9]([C:17]([O:19][CH3:20])=[O:18])[CH:10]=[C:11]([CH:16]=1)[C:12]([O:14][CH3:15])=[O:13])(=O)=O.[C:40]1(P([C:36]2[CH:41]=[CH:40][CH:39]=CC=2)[C:40]2[CH:39]=CC=[CH:36][CH:41]=2)[CH:39]=CC=[CH:36][CH:41]=1.C[C:43]([OH:47])(C)C#C.C(N(CC)CC)C, predict the reaction product. The product is: [CH3:15][O:14][C:12]([C:11]1[CH:16]=[C:7]([C:39]#[C:40][CH:41]([CH3:36])[CH2:43][OH:47])[CH:8]=[C:9]([C:17]([O:19][CH3:20])=[O:18])[CH:10]=1)=[O:13]. (4) Given the reactants Br[C:2]1[S:3][C:4]([N+:7]([O-:9])=[O:8])=[CH:5][CH:6]=1.[O:10]1[CH2:15]COC[CH2:11]1.C(=O)([O-])[O-].[Cs+].[Cs+].C1(P(C2C=CC=CC=2)C2C=CC3C(=CC=CC=3)C=2C2C3C(=CC=CC=3)C=CC=2P(C2C=CC=CC=2)C2C=CC=CC=2)C=CC=CC=1, predict the reaction product. The product is: [CH3:11][O:10][CH2:15][C:2]1[S:3][C:4]([N+:7]([O-:9])=[O:8])=[CH:5][CH:6]=1. (5) Given the reactants [Cl:1][C:2]1[CH:26]=[CH:25][C:5]([C:6]([NH:8][CH:9]([CH2:13][C:14]2[C:23]3[C:18](=[CH:19][CH:20]=[CH:21][CH:22]=3)[NH:17][C:16](=[O:24])[CH:15]=2)[C:10]([OH:12])=[S:11])=[O:7])=[CH:4][CH:3]=1.[O:27]([C:34]1[CH:35]=[C:36]([CH:39]=[CH:40][CH:41]=1)[CH2:37]Cl)[C:28]1[CH:33]=[CH:32][CH:31]=[CH:30][CH:29]=1, predict the reaction product. The product is: [Cl:1][C:2]1[CH:3]=[CH:4][C:5]([C:6]([NH:8][CH:9]([CH2:13][C:14]2[C:23]3[C:18](=[CH:19][CH:20]=[CH:21][CH:22]=3)[NH:17][C:16](=[O:24])[CH:15]=2)[C:10]([S:11][CH2:37][C:36]2[CH:39]=[CH:40][CH:41]=[C:34]([O:27][C:28]3[CH:33]=[CH:32][CH:31]=[CH:30][CH:29]=3)[CH:35]=2)=[O:12])=[O:7])=[CH:25][CH:26]=1. (6) The product is: [Br:1][C:2]1[CH:3]=[C:4]2[C:8](=[CH:9][CH:10]=1)[N:7]([C:21]([O:23][C:24]([CH3:27])([CH3:26])[CH3:25])=[O:22])[N:6]=[C:5]2[CH3:11]. Given the reactants [Br:1][C:2]1[CH:3]=[C:4]2[C:8](=[CH:9][CH:10]=1)[NH:7][N:6]=[C:5]2[CH3:11].CN(C1C=CC=CN=1)C.[C:21](O[C:21]([O:23][C:24]([CH3:27])([CH3:26])[CH3:25])=[O:22])([O:23][C:24]([CH3:27])([CH3:26])[CH3:25])=[O:22], predict the reaction product.